Dataset: Full USPTO retrosynthesis dataset with 1.9M reactions from patents (1976-2016). Task: Predict the reactants needed to synthesize the given product. (1) Given the product [CH:11]1([C:14]2[N:15]=[CH:16][N:17]([C:2]3[CH:7]=[CH:6][N:5]=[C:4]([C:8]([OH:10])=[O:9])[CH:3]=3)[CH:18]=2)[CH2:13][CH2:12]1, predict the reactants needed to synthesize it. The reactants are: F[C:2]1[CH:7]=[CH:6][N:5]=[C:4]([C:8]([OH:10])=[O:9])[CH:3]=1.[CH:11]1([C:14]2[N:15]=[CH:16][NH:17][CH:18]=2)[CH2:13][CH2:12]1.CN1CCOCC1.C(#N)C.CO. (2) The reactants are: [NH2:1][C:2]1[N:11]=[CH:10][C:9]2[C:4](=[CH:5][CH:6]=[C:7]([C:12]3[C:13](=[O:19])[NH:14][CH:15]=[CH:16][C:17]=3[CH3:18])[CH:8]=2)[N:3]=1.P([O-])([O-])([O-])=O.[K+].[K+].[K+].[Cl:28][C:29]1[CH:34]=[CH:33][CH:32]=[C:31](I)[CH:30]=1.CNCCNC. Given the product [NH2:1][C:2]1[N:11]=[CH:10][C:9]2[C:4](=[CH:5][CH:6]=[C:7]([C:12]3[C:13](=[O:19])[N:14]([C:31]4[CH:32]=[CH:33][CH:34]=[C:29]([Cl:28])[CH:30]=4)[CH:15]=[CH:16][C:17]=3[CH3:18])[CH:8]=2)[N:3]=1, predict the reactants needed to synthesize it. (3) Given the product [Br:1][C:2]1[CH:3]=[C:4]2[C:9](=[CH:10][CH:11]=1)[N:8]1[CH:12]=[CH:13][CH:14]=[C:7]1[CH:6]([CH3:15])[N:5]2[C:16]([C:17]1[CH:18]=[C:19]([OH:23])[CH:20]=[CH:21][CH:22]=1)=[O:25], predict the reactants needed to synthesize it. The reactants are: [Br:1][C:2]1[CH:3]=[C:4]2[C:9](=[CH:10][CH:11]=1)[N:8]1[CH:12]=[CH:13][CH:14]=[C:7]1[CH:6]([CH3:15])[N:5]2[C:16](=[O:25])[C:17]1[CH:22]=[CH:21][CH:20]=[C:19]([O:23]C)[CH:18]=1.B(Cl)(Cl)Cl.O. (4) Given the product [ClH:54].[O:23]1[C:27]2=[CH:28][N:29]=[C:30]([CH2:32][NH:1][CH:2]3[CH2:7][CH2:6][N:5]([CH2:8][C@H:9]4[N:19]5[C:20]6[N:11]([C:12](=[O:22])[CH:13]=[CH:14][C:15]=6[N:16]=[CH:17][C:18]5=[O:21])[CH2:10]4)[CH2:4][CH2:3]3)[CH:31]=[C:26]2[CH2:25][CH2:24]1, predict the reactants needed to synthesize it. The reactants are: [NH2:1][CH:2]1[CH2:7][CH2:6][N:5]([CH2:8][C@H:9]2[N:19]3[C:20]4[N:11]([C:12](=[O:22])[CH:13]=[CH:14][C:15]=4[N:16]=[CH:17][C:18]3=[O:21])[CH2:10]2)[CH2:4][CH2:3]1.[O:23]1[C:27]2=[CH:28][N:29]=[C:30]([CH:32]=O)[CH:31]=[C:26]2[CH2:25][CH2:24]1.C(O[BH-](OC(=O)C)OC(=O)C)(=O)C.[Na+].C(=O)(O)[O-].[Na+].C(Cl)(Cl)[Cl:54]. (5) Given the product [F:35][C:36]1[C:41]([F:42])=[CH:40][CH:39]=[CH:38][C:37]=1[CH2:43][CH2:44][C:45]1[N:50]([CH2:51][C:52]([N:16]([CH2:17][C:18]2[CH:23]=[CH:22][C:21]([C:24]3[CH:25]=[CH:26][C:27]([O:30][C:31]([F:33])([F:32])[F:34])=[CH:28][CH:29]=3)=[CH:20][CH:19]=2)[CH:13]2[CH2:14][CH2:15][N:10]([C:2]([CH3:1])([CH3:9])[C:3]([O:5][CH:6]([CH3:8])[CH3:7])=[O:4])[CH2:11][CH2:12]2)=[O:54])[C:49]2[CH:71]=[CH:70][CH:69]=[N:68][C:48]=2[C:47](=[O:59])[N:46]=1, predict the reactants needed to synthesize it. The reactants are: [CH3:1][C:2]([N:10]1[CH2:15][CH2:14][CH:13]([NH:16][CH2:17][C:18]2[CH:23]=[CH:22][C:21]([C:24]3[CH:29]=[CH:28][C:27]([O:30][C:31]([F:34])([F:33])[F:32])=[CH:26][CH:25]=3)=[CH:20][CH:19]=2)[CH2:12][CH2:11]1)([CH3:9])[C:3]([O:5][CH:6]([CH3:8])[CH3:7])=[O:4].[F:35][C:36]1[C:41]([F:42])=[CH:40][CH:39]=[CH:38][C:37]=1[CH2:43][CH2:44][C:45]1[N:50]([CH2:51][C:52]([OH:54])=O)[C:49]2N=CC=C[C:48]=2[C:47](=[O:59])[N:46]=1.CN(C(O[N:68]1N=N[C:70]2[CH:71]=CC=N[C:69]1=2)=[N+](C)C)C.F[P-](F)(F)(F)(F)F.CCN(C(C)C)C(C)C. (6) Given the product [CH3:2][O:3][C:4]1[CH:5]=[C:6]([N:18]2[C:26](=[O:27])[C:25]3[C:20](=[CH:21][CH:22]=[C:23]([O:28][CH2:29][CH:34]=[C:36]([CH3:41])[CH3:37])[CH:24]=3)[C:19]2=[O:35])[CH:7]=[CH:8][C:9]=1[O:10][CH2:11][CH2:12][N:13]1[CH2:17][CH2:16][CH2:15][CH2:14]1, predict the reactants needed to synthesize it. The reactants are: Cl.[CH3:2][O:3][C:4]1[CH:5]=[C:6]([N:18]2[C:26](=[O:27])[C:25]3[C:20](=[CH:21][CH:22]=[C:23]([O:28][C:29]4[CH:34]=CC=CC=4)[CH:24]=3)[C:19]2=[O:35])[CH:7]=[CH:8][C:9]=1[O:10][CH2:11][CH2:12][N:13]1[CH2:17][CH2:16][CH2:15][CH2:14]1.[CH:36]1(N=C=N)[CH2:41]CCC[CH2:37]1.CN(C=O)C. (7) The reactants are: [CH2:1]([O:8][C:9]([N:11]1[CH2:15][C@H:14](O)[C@@H:13]([CH2:17][Br:18])[CH2:12]1)=[O:10])[C:2]1[CH:7]=[CH:6][CH:5]=[CH:4][CH:3]=1.C(N(S(F)(F)[F:25])CC)C.C(=O)(O)[O-].[Na+]. Given the product [CH2:1]([O:8][C:9]([N:11]1[CH2:15][C@@H:14]([F:25])[C@@H:13]([CH2:17][Br:18])[CH2:12]1)=[O:10])[C:2]1[CH:7]=[CH:6][CH:5]=[CH:4][CH:3]=1, predict the reactants needed to synthesize it.